From a dataset of Forward reaction prediction with 1.9M reactions from USPTO patents (1976-2016). Predict the product of the given reaction. (1) The product is: [CH3:1][O:2][C:3](=[O:16])[C:4]1[CH:9]=[C:8]([C:21]2[CH:20]=[N:19][N:18]([CH3:17])[CH:22]=2)[C:7]([C:11]([F:14])([F:13])[F:12])=[CH:6][C:5]=1[NH2:15]. Given the reactants [CH3:1][O:2][C:3](=[O:16])[C:4]1[CH:9]=[C:8](I)[C:7]([C:11]([F:14])([F:13])[F:12])=[CH:6][C:5]=1[NH2:15].[CH3:17][N:18]1[CH:22]=[C:21](B2OC(C)(C)C(C)(C)O2)[CH:20]=[N:19]1.C([O-])([O-])=O.[K+].[K+].C1(P(C2C=CC=CC=2)C2C=CC=CC=2)C=CC=CC=1, predict the reaction product. (2) Given the reactants C([O:3][C:4](=[O:20])[C@@H:5]([O:18][CH3:19])[CH2:6][C:7]1[CH:12]=[CH:11][C:10]([O:13][CH2:14][C:15]([OH:17])=O)=[CH:9][CH:8]=1)C.[CH2:21]([N:23]([C:27]1[CH:28]=[C:29]([CH3:33])[CH:30]=[CH:31][CH:32]=1)[CH2:24][CH2:25][NH2:26])[CH3:22].C(O[C@@H](CC1C=CC(O[C@@H](C(=O)NCCC2C=CC(OC3C=CC=CC=3)=CC=2)C)=CC=1)C(O)=O)C, predict the reaction product. The product is: [CH2:21]([N:23]([C:27]1[CH:28]=[C:29]([CH3:33])[CH:30]=[CH:31][CH:32]=1)[CH2:24][CH2:25][NH:26][C:15]([CH2:14][O:13][C:10]1[CH:9]=[CH:8][C:7]([CH2:6][C@H:5]([O:18][CH3:19])[C:4]([OH:3])=[O:20])=[CH:12][CH:11]=1)=[O:17])[CH3:22]. (3) Given the reactants C([Li])CCC.CCCCCC.CC1(C)CCCC(C)(C)N1.[Cl:22][C:23]1[CH:28]=[CH:27][C:26]([CH3:29])=[CH:25][N:24]=1.[C:30](=[O:32])=[O:31], predict the reaction product. The product is: [Cl:22][C:23]1[N:24]=[CH:25][C:26]([CH3:29])=[CH:27][C:28]=1[C:30]([OH:32])=[O:31]. (4) Given the reactants [Br:1][C:2]1[C:7]([O:8][C:9]2[CH:10]=[C:11]([CH:14]=[C:15]([Cl:17])[CH:16]=2)[C:12]#[N:13])=[C:6]([F:18])[C:5]([CH3:19])=[CH:4][CH:3]=1.C1C(=O)N([Br:27])C(=O)C1.CCOC(C)=O.CCCCCC, predict the reaction product. The product is: [Br:1][C:2]1[C:7]([O:8][C:9]2[CH:10]=[C:11]([CH:14]=[C:15]([Cl:17])[CH:16]=2)[C:12]#[N:13])=[C:6]([F:18])[C:5]([CH2:19][Br:27])=[CH:4][CH:3]=1. (5) Given the reactants [NH2:1][C:2]1[CH:7]=[CH:6][C:5](Br)=[CH:4][C:3]=1/[CH:9]=[CH:10]/[C:11]#[N:12].CC1(C)C2C(=C(P(C3C=CC=CC=3)C3C=CC=CC=3)C=CC=2)OC2C(P(C3C=CC=CC=3)C3C=CC=CC=3)=CC=CC1=2.CCN(C(C)C)C(C)C.[CH2:64]([SH:71])[C:65]1[CH:70]=[CH:69][CH:68]=[CH:67][CH:66]=1, predict the reaction product. The product is: [NH2:1][C:2]1[CH:7]=[CH:6][C:5]([S:71][CH2:64][C:65]2[CH:70]=[CH:69][CH:68]=[CH:67][CH:66]=2)=[CH:4][C:3]=1/[CH:9]=[CH:10]/[C:11]#[N:12].